From a dataset of Peptide-MHC class II binding affinity with 134,281 pairs from IEDB. Regression. Given a peptide amino acid sequence and an MHC pseudo amino acid sequence, predict their binding affinity value. This is MHC class II binding data. (1) The peptide sequence is AFKVAATAANAAPANY. The MHC is H-2-IEd with pseudo-sequence H-2-IEd. The binding affinity (normalized) is 0.0936. (2) The peptide sequence is AALTAGTTVYGAFAA. The MHC is HLA-DPA10103-DPB10401 with pseudo-sequence HLA-DPA10103-DPB10401. The binding affinity (normalized) is 0.209. (3) The peptide sequence is LKGSETTVTERIFRE. The MHC is DRB4_0101 with pseudo-sequence DRB4_0103. The binding affinity (normalized) is 0.257.